This data is from Catalyst prediction with 721,799 reactions and 888 catalyst types from USPTO. The task is: Predict which catalyst facilitates the given reaction. Reactant: Br[C:2]1[CH:7]=[CH:6][C:5]([N:8]2[CH:12]=[CH:11][N:10]=[CH:9]2)=[CH:4][CH:3]=1.[NH:13]1[CH:17]=[CH:16][CH:15]=[N:14]1. Product: [N:8]1([C:5]2[CH:6]=[CH:7][C:2]([N:13]3[CH:17]=[CH:16][CH:15]=[N:14]3)=[CH:3][CH:4]=2)[CH:12]=[CH:11][N:10]=[CH:9]1. The catalyst class is: 10.